This data is from Peptide-MHC class I binding affinity with 185,985 pairs from IEDB/IMGT. The task is: Regression. Given a peptide amino acid sequence and an MHC pseudo amino acid sequence, predict their binding affinity value. This is MHC class I binding data. (1) The peptide sequence is RHVKPTGSAVVGLSM. The MHC is HLA-A11:01 with pseudo-sequence HLA-A11:01. The binding affinity (normalized) is 0. (2) The peptide sequence is RPVPHWPKY. The MHC is HLA-A30:01 with pseudo-sequence HLA-A30:01. The binding affinity (normalized) is 0.0847. (3) The peptide sequence is NVMDPMHGA. The MHC is HLA-B53:01 with pseudo-sequence HLA-B53:01. The binding affinity (normalized) is 0.213. (4) The peptide sequence is YPSLMSRVV. The MHC is HLA-B46:01 with pseudo-sequence HLA-B46:01. The binding affinity (normalized) is 0.0847. (5) The peptide sequence is FPAIFSAEV. The MHC is HLA-B51:01 with pseudo-sequence HLA-B51:01. The binding affinity (normalized) is 0.589. (6) The peptide sequence is TSEHGGRAYR. The MHC is HLA-A31:01 with pseudo-sequence HLA-A31:01. The binding affinity (normalized) is 0.604.